This data is from Full USPTO retrosynthesis dataset with 1.9M reactions from patents (1976-2016). The task is: Predict the reactants needed to synthesize the given product. (1) Given the product [CH3:1][O:2][C:3]1[CH:8]=[CH:7][C:6]([C@@H:9]2[C@@H:14]([O:15][CH2:16][C:17]3[CH:18]=[CH:19][C:20]4[O:25][CH2:24][CH2:23][N:22]([CH2:26][CH2:27][CH2:28][O:29][CH3:30])[C:21]=4[CH:31]=3)[CH2:13][N:12]([S:32]([C:35]3[CH:36]=[CH:37][C:38]([CH3:41])=[CH:39][CH:40]=3)(=[O:34])=[O:33])[CH2:11][C@H:10]2[O:42][CH2:43][CH2:44][CH:45]=[O:46])=[CH:5][CH:4]=1, predict the reactants needed to synthesize it. The reactants are: [CH3:1][O:2][C:3]1[CH:8]=[CH:7][C:6]([C@@H:9]2[C@@H:14]([O:15][CH2:16][C:17]3[CH:18]=[CH:19][C:20]4[O:25][CH2:24][CH2:23][N:22]([CH2:26][CH2:27][CH2:28][O:29][CH3:30])[C:21]=4[CH:31]=3)[CH2:13][N:12]([S:32]([C:35]3[CH:40]=[CH:39][C:38]([CH3:41])=[CH:37][CH:36]=3)(=[O:34])=[O:33])[CH2:11][C@H:10]2[O:42][CH2:43][CH2:44][CH2:45][OH:46])=[CH:5][CH:4]=1.C(N(CC)CC)C.S(=O)(=O)(O)[O-].[K+]. (2) Given the product [Cl:22][C:23]([N:11]1[CH2:12][CH2:13][N:8]([C:6]([O:5][C:1]([CH3:4])([CH3:3])[CH3:2])=[O:7])[CH2:9][CH:10]1[CH2:14][CH3:15])=[O:25], predict the reactants needed to synthesize it. The reactants are: [C:1]([O:5][C:6]([N:8]1[CH2:13][CH2:12][NH:11][CH:10]([CH2:14][CH3:15])[CH2:9]1)=[O:7])([CH3:4])([CH3:3])[CH3:2].N1C=CC=CC=1.[Cl:22][C:23](Cl)([O:25]C(=O)OC(Cl)(Cl)Cl)Cl.